Task: Predict which catalyst facilitates the given reaction.. Dataset: Catalyst prediction with 721,799 reactions and 888 catalyst types from USPTO (1) Reactant: [CH3:1][O:2][CH2:3][O:4][C:5]1[CH:10]=[CH:9][CH:8]=[CH:7][C:6]=1[CH:11]=[CH2:12].[OH-].[Na+].O.[CH:16]([Cl:19])(Cl)[Cl:17]. Product: [Cl:17][C:16]1([Cl:19])[CH2:12][CH:11]1[C:6]1[CH:7]=[CH:8][CH:9]=[CH:10][C:5]=1[O:4][CH2:3][O:2][CH3:1]. The catalyst class is: 572. (2) Reactant: [I:1][C:2]1[CH:3]=[N:4][NH:5][CH:6]=1.CC(C)([O-])C.[Na+].Cl[CH2:14][O:15][CH2:16][CH2:17][Si:18]([CH3:21])([CH3:20])[CH3:19].O. Product: [I:1][C:2]1[CH:3]=[N:4][N:5]([CH2:14][O:15][CH2:16][CH2:17][Si:18]([CH3:21])([CH3:20])[CH3:19])[CH:6]=1. The catalyst class is: 1. (3) The catalyst class is: 213. Reactant: C(=O)([O-])[O-].[Cs+].[Cs+].[Cl:7][C:8]1[CH:13]=[CH:12][C:11]([O:14][CH2:15][C:16]2[CH:21]=[CH:20][C:19]([Cl:22])=[CH:18][CH:17]=2)=[CH:10][C:9]=1[OH:23].[CH2:24]([O:26][C:27]([C:29]1[C:30]2[S:38][CH:37]=[C:36]([CH2:39]Br)[C:31]=2[C:32]([Cl:35])=[N:33][CH:34]=1)=[O:28])[CH3:25]. Product: [CH2:24]([O:26][C:27]([C:29]1[C:30]2[S:38][CH:37]=[C:36]([CH2:39][O:23][C:9]3[CH:10]=[C:11]([O:14][CH2:15][C:16]4[CH:21]=[CH:20][C:19]([Cl:22])=[CH:18][CH:17]=4)[CH:12]=[CH:13][C:8]=3[Cl:7])[C:31]=2[C:32]([Cl:35])=[N:33][CH:34]=1)=[O:28])[CH3:25]. (4) Reactant: C(OC(=O)C)(=O)C.[CH2:8]([C:16]1[CH:31]=[CH:30][C:19]([O:20][CH2:21][CH:22]([OH:29])[CH2:23][N:24]2[CH:28]=[CH:27][CH:26]=[CH:25]2)=[CH:18][CH:17]=1)[CH2:9][CH2:10][CH2:11][CH2:12][CH2:13][CH2:14][CH3:15].C(=O)([O-])O.[Na+].[Na+].[Cl-]. Product: [CH2:8]([C:16]1[CH:17]=[CH:18][C:19]([O:20][CH2:21][C:22](=[O:29])[CH2:23][N:24]2[CH:28]=[CH:27][CH:26]=[CH:25]2)=[CH:30][CH:31]=1)[CH2:9][CH2:10][CH2:11][CH2:12][CH2:13][CH2:14][CH3:15]. The catalyst class is: 16. (5) Reactant: [NH:1]([S:8]([C:11]1[CH:20]=[CH:19][C:18]([O:21][CH3:22])=[C:17]2[C:12]=1[CH2:13][CH2:14][C@H:15]([NH:23][C:24](=O)[CH2:25][F:26])[CH2:16]2)(=[O:10])=[O:9])[C:2]1[CH:7]=[CH:6][CH:5]=[CH:4][CH:3]=1.O1CCCC1.B.Cl.C([O-])(O)=O.[Na+]. Product: [F:26][CH2:25][CH2:24][NH:23][C@H:15]1[CH2:14][CH2:13][C:12]2[C:11]([S:8]([NH:1][C:2]3[CH:7]=[CH:6][CH:5]=[CH:4][CH:3]=3)(=[O:10])=[O:9])=[CH:20][CH:19]=[C:18]([O:21][CH3:22])[C:17]=2[CH2:16]1. The catalyst class is: 49. (6) Reactant: [OH:1][C@H:2]1[CH2:7][CH2:6][C@H:5]([NH2:8])[CH2:4][CH2:3]1.[OH-].[Na+].Cl[C:12]([O:14][CH2:15][C:16]1[CH:21]=[CH:20][CH:19]=[CH:18][CH:17]=1)=[O:13]. Product: [OH:1][C@H:2]1[CH2:7][CH2:6][C@H:5]([NH:8][C:12](=[O:13])[O:14][CH2:15][C:16]2[CH:21]=[CH:20][CH:19]=[CH:18][CH:17]=2)[CH2:4][CH2:3]1. The catalyst class is: 38. (7) Reactant: [CH2:1]([O:8][C:9](=[O:14])[NH:10][CH:11]1[CH2:13][CH2:12]1)[C:2]1[CH:7]=[CH:6][CH:5]=[CH:4][CH:3]=1.[CH3:15]I.[H-].[Na+]. Product: [CH2:1]([O:8][C:9](=[O:14])[N:10]([CH:11]1[CH2:12][CH2:13]1)[CH3:15])[C:2]1[CH:7]=[CH:6][CH:5]=[CH:4][CH:3]=1. The catalyst class is: 118. (8) Reactant: C[O:2][C:3]([C:5]1[S:6][C:7]([C:11](=[O:23])[NH:12][CH2:13][C:14]2[CH:22]=[CH:21][CH:20]=[C:19]3[C:15]=2[CH:16]=[CH:17][NH:18]3)=[CH:8][C:9]=1[CH3:10])=[O:4].O[Li].O. Product: [NH:18]1[C:19]2[C:15](=[C:14]([CH2:13][NH:12][C:11]([C:7]3[S:6][C:5]([C:3]([OH:4])=[O:2])=[C:9]([CH3:10])[CH:8]=3)=[O:23])[CH:22]=[CH:21][CH:20]=2)[CH:16]=[CH:17]1. The catalyst class is: 20. (9) Reactant: [Br:1][C:2]1[CH:20]=[CH:19][C:5]([C:6]([NH:8][C:9]2[CH:14]=[CH:13][C:12](F)=[C:11]([N+:16]([O-:18])=[O:17])[CH:10]=2)=[O:7])=[CH:4][CH:3]=1.C(=O)([O-])[O-].[Cs+].[Cs+].[CH2:27]([O:34][C:35]1[CH:40]=[CH:39][C:38]([OH:41])=[CH:37][CH:36]=1)[C:28]1[CH:33]=[CH:32][CH:31]=[CH:30][CH:29]=1.Cl. Product: [CH2:27]([O:34][C:35]1[CH:36]=[CH:37][C:38]([O:41][C:12]2[CH:13]=[CH:14][C:9]([NH:8][C:6](=[O:7])[C:5]3[CH:19]=[CH:20][C:2]([Br:1])=[CH:3][CH:4]=3)=[CH:10][C:11]=2[N+:16]([O-:18])=[O:17])=[CH:39][CH:40]=1)[C:28]1[CH:29]=[CH:30][CH:31]=[CH:32][CH:33]=1. The catalyst class is: 39.